Task: Predict the reactants needed to synthesize the given product.. Dataset: Full USPTO retrosynthesis dataset with 1.9M reactions from patents (1976-2016) The reactants are: [C:1]([C:3]1[CH:4]=[C:5]2[C:10](=[CH:11][CH:12]=1)[C:9](=[O:13])[CH2:8][CH2:7][CH2:6]2)#[N:2].[N-:14]=[N+:15]=[N-:16].[Na+].[Cl-].[NH4+].[Cl-].[Li+]. Given the product [NH:2]1[C:1]([C:3]2[CH:4]=[C:5]3[C:10](=[CH:11][CH:12]=2)[C:9](=[O:13])[CH2:8][CH2:7][CH2:6]3)=[N:16][N:15]=[N:14]1, predict the reactants needed to synthesize it.